This data is from Full USPTO retrosynthesis dataset with 1.9M reactions from patents (1976-2016). The task is: Predict the reactants needed to synthesize the given product. (1) Given the product [CH3:23][C:17]1[CH:18]=[C:19]([CH3:22])[CH:20]=[CH:21][C:16]=1[N:13]1[CH2:12][CH2:11][N:10]([C:8]([C:5]2[CH:6]=[CH:7][C:2]([N:1]3[CH2:26][CH2:27][CH2:28][S:29]3(=[O:31])=[O:30])=[CH:3][C:4]=2[CH3:24])=[O:9])[CH2:15][CH2:14]1, predict the reactants needed to synthesize it. The reactants are: [NH2:1][C:2]1[CH:7]=[CH:6][C:5]([C:8]([N:10]2[CH2:15][CH2:14][N:13]([C:16]3[CH:21]=[CH:20][C:19]([CH3:22])=[CH:18][C:17]=3[CH3:23])[CH2:12][CH2:11]2)=[O:9])=[C:4]([CH3:24])[CH:3]=1.Cl[CH2:26][CH2:27][CH2:28][S:29](Cl)(=[O:31])=[O:30]. (2) Given the product [CH:9]1([N:5]2[C:24]([CH2:23][O:22][CH3:21])=[C:25]([C:26]([O:28][CH3:29])=[O:27])[CH:7]=[N:6]2)[CH2:8][CH2:16][CH2:14][CH2:15][CH2:10]1, predict the reactants needed to synthesize it. The reactants are: C([N:5]1[C:9]([C:10]2[CH:15]=[CH:14]N=CC=2)=[C:8]([C:16](OCC)=O)[CH:7]=[N:6]1)C(C)C.[CH3:21][O:22][CH2:23][C:24](=O)[CH2:25][C:26]([O:28][CH3:29])=[O:27].Cl.C1(NN)CCCCC1. (3) Given the product [CH3:51][S:48]([C:45]1[CH:44]=[C:43]2[CH:26]=[C:25]([CH2:24][C:23]([OH:31])([C:27]([F:29])([F:30])[F:28])[CH2:22][C:21]([C:5]3[CH:4]=[CH:3][C:2]([F:1])=[CH:20][C:6]=3[C:7]([NH:9][C@H:10]([C:12]3[CH:13]=[CH:14][C:15]([O:18][CH3:19])=[CH:16][CH:17]=3)[CH3:11])=[O:8])([CH3:32])[CH3:33])[NH:41][C:42]2=[CH:47][N:46]=1)(=[O:50])=[O:49], predict the reactants needed to synthesize it. The reactants are: [F:1][C:2]1[CH:3]=[CH:4][C:5]([C:21]([CH3:33])([CH3:32])[CH2:22][C:23]([OH:31])([C:27]([F:30])([F:29])[F:28])[CH2:24][C:25]#[CH:26])=[C:6]([CH:20]=1)[C:7]([NH:9][C@H:10]([C:12]1[CH:17]=[CH:16][C:15]([O:18][CH3:19])=[CH:14][CH:13]=1)[CH3:11])=[O:8].C([NH:41][C:42]1[C:43](I)=[CH:44][C:45]([S:48]([CH3:51])(=[O:50])=[O:49])=[N:46][CH:47]=1)(OC(C)(C)C)=O.CN1CCCC1.N12CCCN=C1CCCCC2.